This data is from Peptide-MHC class I binding affinity with 185,985 pairs from IEDB/IMGT. The task is: Regression. Given a peptide amino acid sequence and an MHC pseudo amino acid sequence, predict their binding affinity value. This is MHC class I binding data. (1) The peptide sequence is FYNGSNWCL. The MHC is HLA-A01:01 with pseudo-sequence HLA-A01:01. The binding affinity (normalized) is 0.0847. (2) The peptide sequence is GNYPVQQIG. The MHC is HLA-A02:01 with pseudo-sequence HLA-A02:01. The binding affinity (normalized) is 0.213.